Predict hERG channel inhibition at various concentrations. From a dataset of hERG Central: cardiac toxicity at 1µM, 10µM, and general inhibition. (1) The compound is CCOC(=O)C1(CC2CCCCO2)CCN(Cc2ccc(OC)cc2F)CC1. Results: hERG_inhib (hERG inhibition (general)): blocker. (2) The drug is CCN1C(=O)[C@@H]2[C@@H](c3ccc(SC4CCCCC4)c(OC)c3)N3CCC[C@@]3(C(=O)OC)[C@@H]2C1=O.O=C(O)C(F)(F)F. Results: hERG_inhib (hERG inhibition (general)): blocker. (3) The compound is CCc1ccc2c(c1)Sc1ccccc1CC2N1CCN(C)CC1.CS(=O)(=O)O.O. Results: hERG_inhib (hERG inhibition (general)): blocker. (4) The compound is CNC(=O)/C(=C/c1ccc2c(c1)OCO2)NC(=O)c1ccc(Br)cc1. Results: hERG_inhib (hERG inhibition (general)): blocker. (5) The molecule is COc1cc(/C=N\NC(=O)c2ccc(Cn3nc([N+](=O)[O-])c(Cl)c3C)o2)ccc1O. Results: hERG_inhib (hERG inhibition (general)): blocker. (6) The compound is O=C(NCc1ccco1)c1ccc(CS(=O)(=O)c2cccc(C(F)(F)F)c2)o1. Results: hERG_inhib (hERG inhibition (general)): blocker.